This data is from Full USPTO retrosynthesis dataset with 1.9M reactions from patents (1976-2016). The task is: Predict the reactants needed to synthesize the given product. (1) Given the product [CH2:16]([O:23][C:24]1[CH:25]=[CH:26][C:27]([CH2:28][N:1]2[CH:5]=[C:4]([C:6]3[C:7]([NH2:13])=[N:8][C:9]([NH2:12])=[CH:10][CH:11]=3)[CH:3]=[N:2]2)=[CH:30][CH:31]=1)[C:17]1[CH:18]=[CH:19][CH:20]=[CH:21][CH:22]=1, predict the reactants needed to synthesize it. The reactants are: [NH:1]1[CH:5]=[C:4]([C:6]2[C:7]([NH2:13])=[N:8][C:9]([NH2:12])=[CH:10][CH:11]=2)[CH:3]=[N:2]1.[H-].[Na+].[CH2:16]([O:23][C:24]1[CH:31]=[CH:30][C:27]([CH2:28]Cl)=[CH:26][CH:25]=1)[C:17]1[CH:22]=[CH:21][CH:20]=[CH:19][CH:18]=1. (2) Given the product [NH2:1][C@H:2]([C:12]1[CH:17]=[CH:16][C:15]([Cl:18])=[CH:14][CH:13]=1)[C@@H:3]([C:5]1[CH:10]=[CH:9][CH:8]=[C:7]([Cl:11])[CH:6]=1)[OH:4], predict the reactants needed to synthesize it. The reactants are: [NH2:1][C@@H:2]([C:12]1[CH:17]=[CH:16][C:15]([Cl:18])=[CH:14][CH:13]=1)[C@H:3]([C:5]1[CH:10]=[CH:9][CH:8]=[C:7]([Cl:11])[CH:6]=1)[OH:4]. (3) Given the product [CH2:9]([O:10][C@H:11]([CH2:12][O:13][S:14]([CH3:17])(=[O:15])=[O:16])[C@H:7]([OH:8])[CH2:6][O:5][S:2]([CH3:1])(=[O:3])=[O:4])[C:18]1[CH:23]=[CH:22][CH:21]=[CH:20][CH:19]=1, predict the reactants needed to synthesize it. The reactants are: [CH3:1][S:2]([O:5][CH2:6][C@@H:7]1[C@@H:11]([CH2:12][O:13][S:14]([CH3:17])(=[O:16])=[O:15])[O:10][CH:9]([C:18]2[CH:23]=[CH:22][CH:21]=[CH:20][CH:19]=2)[O:8]1)(=[O:4])=[O:3].[BH4-].[Na+].Cl.C(OCC)(=O)C.C(=O)([O-])O.[Na+]. (4) The reactants are: Br[C:2]1[C:6]2[N:7]=[CH:8][N:9]=[C:10]([O:11][CH:12]3[CH2:17][CH2:16][N:15]([C:18]([O:20][C:21]([CH3:24])([CH3:23])[CH3:22])=[O:19])[CH2:14][CH2:13]3)[C:5]=2[S:4][CH:3]=1.[CH3:25][S:26]([C:29]1[CH:34]=[CH:33][C:32](B(O)O)=[CH:31][CH:30]=1)(=[O:28])=[O:27].C([O-])([O-])=O.[Na+].[Na+]. Given the product [CH3:25][S:26]([C:29]1[CH:34]=[CH:33][C:32]([C:2]2[C:6]3[N:7]=[CH:8][N:9]=[C:10]([O:11][CH:12]4[CH2:17][CH2:16][N:15]([C:18]([O:20][C:21]([CH3:24])([CH3:23])[CH3:22])=[O:19])[CH2:14][CH2:13]4)[C:5]=3[S:4][CH:3]=2)=[CH:31][CH:30]=1)(=[O:28])=[O:27], predict the reactants needed to synthesize it. (5) Given the product [CH2:1]([C:3]1[CH:4]=[CH:5][C:6]([CH:9]2[CH2:14][N:13]([C:30]([CH:27]3[CH2:28][CH2:29][O:24][CH2:25][CH2:26]3)=[O:31])[CH2:12][CH:11]([C:15]([NH:17][C:18]3[CH:19]=[CH:20][CH:21]=[CH:22][CH:23]=3)=[O:16])[CH2:10]2)=[CH:7][CH:8]=1)[CH3:2], predict the reactants needed to synthesize it. The reactants are: [CH2:1]([C:3]1[CH:8]=[CH:7][C:6]([CH:9]2[CH2:14][NH:13][CH2:12][CH:11]([C:15]([NH:17][C:18]3[CH:23]=[CH:22][CH:21]=[CH:20][CH:19]=3)=[O:16])[CH2:10]2)=[CH:5][CH:4]=1)[CH3:2].[O:24]1[CH2:29][CH2:28][CH:27]([C:30](Cl)=[O:31])[CH2:26][CH2:25]1.